This data is from Full USPTO retrosynthesis dataset with 1.9M reactions from patents (1976-2016). The task is: Predict the reactants needed to synthesize the given product. (1) Given the product [OH:20][C:21]1[CH:22]=[C:23]2[C:28](=[CH:29][CH:30]=1)[CH:27]=[C:26]([C:2]1[C:10]3[C:5](=[CH:6][CH:7]=[C:8]([C:11]#[N:12])[CH:9]=3)[N:4]([CH:13]3[CH2:18][CH2:17][CH2:16][CH2:15][O:14]3)[N:3]=1)[CH:25]=[CH:24]2, predict the reactants needed to synthesize it. The reactants are: Br[C:2]1[C:10]2[C:5](=[CH:6][CH:7]=[C:8]([C:11]#[N:12])[CH:9]=2)[N:4]([CH:13]2[CH2:18][CH2:17][CH2:16][CH2:15][O:14]2)[N:3]=1.C[O:20][C:21]1[CH:22]=[C:23]2[C:28](=[CH:29][CH:30]=1)[CH:27]=[C:26](B(O)O)[CH:25]=[CH:24]2. (2) Given the product [C:1]([O:5][C:6](=[O:21])[NH:7][C@H:8]1[CH2:13][CH2:12][C@H:11]([N:14]([CH3:22])[C:15](=[O:20])[C:16]([F:19])([F:18])[F:17])[CH2:10][CH2:9]1)([CH3:4])([CH3:2])[CH3:3], predict the reactants needed to synthesize it. The reactants are: [C:1]([O:5][C:6](=[O:21])[NH:7][C@H:8]1[CH2:13][CH2:12][C@H:11]([NH:14][C:15](=[O:20])[C:16]([F:19])([F:18])[F:17])[CH2:10][CH2:9]1)([CH3:4])([CH3:3])[CH3:2].[C:22](=O)([O-])[O-].[Cs+].[Cs+].COS(C1C=CC(C)=CC=1)(=O)=O. (3) Given the product [NH2:18][C:10]1[CH:11]=[C:12]([C:14]([O:16][CH3:17])=[O:15])[S:13][C:9]=1[NH:8][C:6]([O:5][C:1]([CH3:2])([CH3:3])[CH3:4])=[O:7], predict the reactants needed to synthesize it. The reactants are: [C:1]([O:5][C:6]([NH:8][C:9]1[S:13][C:12]([C:14]([O:16][CH3:17])=[O:15])=[CH:11][C:10]=1[N+:18]([O-])=O)=[O:7])([CH3:4])([CH3:3])[CH3:2].[H][H]. (4) The reactants are: [CH2:1]([Li])[CH2:2][CH2:3][CH3:4].[CH3:6][O:7][B:8]([O:11]C)OC.CCO[C:16]([CH3:18])=O.Cl.[CH3:20]COCC. Given the product [CH3:4][C:3]1[C:18]2[B:8]([OH:11])[O:7][CH2:6][C:16]=2[CH:20]=[CH:1][CH:2]=1, predict the reactants needed to synthesize it. (5) Given the product [C:15]([O:14][C:12]([NH:1][C:2]1[CH:7]=[N:6][C:5]([C:8]([O:10][CH3:11])=[O:9])=[N:4][CH:3]=1)=[O:13])([CH3:18])([CH3:17])[CH3:16], predict the reactants needed to synthesize it. The reactants are: [NH2:1][C:2]1[CH:3]=[N:4][C:5]([C:8]([O:10][CH3:11])=[O:9])=[N:6][CH:7]=1.[C:12](O[C:12]([O:14][C:15]([CH3:18])([CH3:17])[CH3:16])=[O:13])([O:14][C:15]([CH3:18])([CH3:17])[CH3:16])=[O:13]. (6) Given the product [CH:2]1([CH2:5][O:6][C:7]2[CH:12]=[CH:11][C:10]([S:13]([Cl:19])(=[O:16])=[O:14])=[CH:9][CH:8]=2)[CH2:4][CH2:3]1, predict the reactants needed to synthesize it. The reactants are: [Na+].[CH:2]1([CH2:5][O:6][C:7]2[CH:12]=[CH:11][C:10]([S:13]([O-:16])(=O)=[O:14])=[CH:9][CH:8]=2)[CH2:4][CH2:3]1.S(Cl)([Cl:19])=O.CN(C=O)C.